This data is from Full USPTO retrosynthesis dataset with 1.9M reactions from patents (1976-2016). The task is: Predict the reactants needed to synthesize the given product. (1) Given the product [F:30][C:6]1[CH:22]=[CH:21][C:9]([CH:10]2[CH2:19][C:18](=[O:20])[C:17]3[C:12](=[CH:13][CH:14]=[CH:15][CH:16]=3)[O:11]2)=[CH:8][CH:7]=1, predict the reactants needed to synthesize it. The reactants are: FC(F)(F)S([C:6]1[CH:22]=[CH:21][C:9]([CH:10]2[CH2:19][C:18](=[O:20])[C:17]3[C:12](=[CH:13][CH:14]=[CH:15][CH:16]=3)[O:11]2)=[CH:8][CH:7]=1)(=O)=O.C(=O)(O)[O-].[Na+].[F:30]C(F)(F)S([O-])(=O)=O.[Na+].F[P-](F)(F)(F)(F)F.F[P-](F)(F)(F)(F)F.ClC[N+]12CC[N+](F)(CC1)CC2. (2) Given the product [CH3:1][O:2][C:3]([C:5]1([CH3:21])[CH2:9][CH2:8][N:7]([CH2:10][CH:11]2[O:16][C:15]3[CH:17]=[CH:18][CH:19]=[CH:20][C:14]=3[O:13][CH2:12]2)[CH2:6]1)=[O:4], predict the reactants needed to synthesize it. The reactants are: [CH3:1][O:2][C:3]([CH:5]1[CH2:9][CH2:8][N:7]([CH2:10][CH:11]2[O:16][C:15]3[CH:17]=[CH:18][CH:19]=[CH:20][C:14]=3[O:13][CH2:12]2)[CH2:6]1)=[O:4].[CH:21](NC(C)C)(C)C.[Li].IC.